Predict the reactants needed to synthesize the given product. From a dataset of Full USPTO retrosynthesis dataset with 1.9M reactions from patents (1976-2016). (1) Given the product [CH3:45][C:42]1[CH:43]=[CH:44][C:39]([S:36]([N:35]2[CH2:34][CH2:33][N:1]([C@@H:2]([CH2:7][C:8]3[N:9]=[CH:10][N:11]([C:13]([C:26]4[CH:27]=[CH:28][CH:29]=[CH:30][CH:31]=4)([C:20]4[CH:21]=[CH:22][CH:23]=[CH:24][CH:25]=4)[C:14]4[CH:19]=[CH:18][CH:17]=[CH:16][CH:15]=4)[CH:12]=3)[C:3]([O:5][CH3:6])=[O:4])[CH2:47][CH2:46]2)(=[O:38])=[O:37])=[CH:40][CH:41]=1, predict the reactants needed to synthesize it. The reactants are: [NH2:1][C@@H:2]([CH2:7][C:8]1[N:9]=[CH:10][N:11]([C:13]([C:26]2[CH:31]=[CH:30][CH:29]=[CH:28][CH:27]=2)([C:20]2[CH:25]=[CH:24][CH:23]=[CH:22][CH:21]=2)[C:14]2[CH:19]=[CH:18][CH:17]=[CH:16][CH:15]=2)[CH:12]=1)[C:3]([O:5][CH3:6])=[O:4].Cl[CH2:33][CH2:34][N:35]([CH2:46][CH2:47]Cl)[S:36]([C:39]1[CH:44]=[CH:43][C:42]([CH3:45])=[CH:41][CH:40]=1)(=[O:38])=[O:37]. (2) Given the product [F:20][C:12]([F:21])([C:13]1[CH:18]=[CH:17][C:16]([F:19])=[CH:15][N:14]=1)[C:9]1[N:8]=[C:7]([S:22][CH3:23])[C:6]2[C:11](=[C:2]([NH:69][C:66](=[O:68])[CH3:67])[CH:3]=[CH:4][CH:5]=2)[N:10]=1, predict the reactants needed to synthesize it. The reactants are: Br[C:2]1[CH:3]=[CH:4][CH:5]=[C:6]2[C:11]=1[N:10]=[C:9]([C:12]([F:21])([F:20])[C:13]1[CH:18]=[CH:17][C:16]([F:19])=[CH:15][N:14]=1)[N:8]=[C:7]2[S:22][CH3:23].C1(P(C2C=CC=CC=2)C2C3OC4C(=CC=CC=4P(C4C=CC=CC=4)C4C=CC=CC=4)C(C)(C)C=3C=CC=2)C=CC=CC=1.[C:66]([NH2:69])(=[O:68])[CH3:67].C([O-])([O-])=O.[Cs+].[Cs+].